Task: Predict the product of the given reaction.. Dataset: Forward reaction prediction with 1.9M reactions from USPTO patents (1976-2016) (1) Given the reactants [F:1][C:2]1[CH:31]=[C:30]([N+:32]([O-])=O)[CH:29]=[CH:28][C:3]=1[O:4][C:5]1[CH:10]=[CH:9][N:8]=[C:7]2[CH:11]=[C:12]([C:14]3[N:19]=[CH:18][C:17]([CH2:20][CH2:21][N:22]4[CH2:26][CH2:25][CH2:24][C:23]4=[O:27])=[CH:16][CH:15]=3)[S:13][C:6]=12.[Cl-].[NH4+], predict the reaction product. The product is: [NH2:32][C:30]1[CH:29]=[CH:28][C:3]([O:4][C:5]2[CH:10]=[CH:9][N:8]=[C:7]3[CH:11]=[C:12]([C:14]4[N:19]=[CH:18][C:17]([CH2:20][CH2:21][N:22]5[CH2:26][CH2:25][CH2:24][C:23]5=[O:27])=[CH:16][CH:15]=4)[S:13][C:6]=23)=[C:2]([F:1])[CH:31]=1. (2) The product is: [NH2:16][C@@H:11]([CH2:12][CH2:13][CH2:14][CH3:15])[CH:10]([OH:9])[C:27]([NH:29][C@@H:30]([C:32]1[CH:33]=[CH:34][CH:35]=[CH:36][CH:37]=1)[CH3:31])=[O:28]. Given the reactants C([O:9][CH:10]([C:27]([NH:29][C@@H:30]([C:32]1[CH:37]=[CH:36][CH:35]=[CH:34][CH:33]=1)[CH3:31])=[O:28])[C@@H:11]([NH:16]C(OCC1C=CC=CC=1)=O)[CH2:12][CH2:13][CH2:14][CH3:15])(=O)C1C=CC=CC=1.[OH-].[Na+], predict the reaction product. (3) Given the reactants Br[C:2]1[CH:3]=[CH:4][C:5]([N:10]2[CH:14]=[C:13]([CH3:15])[N:12]=[CH:11]2)=[C:6]([CH:9]=1)[C:7]#[N:8].[Cl:16][C:17]1[CH:22]=[CH:21][CH:20]=[CH:19][C:18]=1[N:23]1[CH:27]=[N:26][C:25]([NH2:28])=[N:24]1, predict the reaction product. The product is: [Cl:16][C:17]1[CH:22]=[CH:21][CH:20]=[CH:19][C:18]=1[N:23]1[CH:27]=[N:26][C:25]([NH:28][C:2]2[CH:3]=[CH:4][C:5]([N:10]3[CH:14]=[C:13]([CH3:15])[N:12]=[CH:11]3)=[C:6]([CH:9]=2)[C:7]#[N:8])=[N:24]1. (4) Given the reactants [C:1]([O:4][C@@H:5]1[CH2:10][CH2:9][C@H:8]([OH:11])[CH2:7][CH2:6]1)(=[O:3])[CH3:2].[H-].[Na+].Cl[C:15]1[CH:24]=[N:23][C:22]2[C:17](=[CH:18][C:19]([O:27][CH3:28])=[C:20]([O:25][CH3:26])[CH:21]=2)[N:16]=1, predict the reaction product. The product is: [CH3:26][O:25][C:20]1[CH:21]=[C:22]2[C:17](=[CH:18][C:19]=1[O:27][CH3:28])[N:16]=[C:15]([O:11][C@@H:8]1[CH2:9][CH2:10][C@H:5]([O:4][C:1](=[O:3])[CH3:2])[CH2:6][CH2:7]1)[CH:24]=[N:23]2. (5) Given the reactants Cl.[Cl:2][C:3]1[CH:8]=[CH:7][C:6]([CH2:9][CH:10]2[CH2:15][CH2:14][NH:13][CH2:12][CH2:11]2)=[CH:5][C:4]=1[S:16]([NH2:19])(=[O:18])=[O:17].Br[CH2:21][CH2:22][O:23][C:24]1[CH:33]=[CH:32][CH:31]=[C:30]2[C:25]=1[CH:26]=[CH:27][C:28]([CH3:34])=[N:29]2, predict the reaction product. The product is: [Cl:2][C:3]1[CH:8]=[CH:7][C:6]([CH2:9][CH:10]2[CH2:15][CH2:14][N:13]([CH2:21][CH2:22][O:23][C:24]3[CH:33]=[CH:32][CH:31]=[C:30]4[C:25]=3[CH:26]=[CH:27][C:28]([CH3:34])=[N:29]4)[CH2:12][CH2:11]2)=[CH:5][C:4]=1[S:16]([NH2:19])(=[O:17])=[O:18]. (6) Given the reactants [NH:1]1[CH2:4][CH:3]([CH2:5][C:6]2[N:7]([CH3:32])[C:8]3[C:13]([N:14]=2)=[C:12]([N:15]2[CH2:20][CH2:19][O:18][CH2:17][CH2:16]2)[N:11]=[C:10]([N:21]2[C:25]4[CH:26]=[CH:27][CH:28]=[CH:29][C:24]=4[N:23]=[C:22]2[CH2:30][CH3:31])[N:9]=3)[CH2:2]1.[C:33](Cl)(=[O:37])[CH:34]([CH3:36])[CH3:35].CCN(CC)CC, predict the reaction product. The product is: [CH2:30]([C:22]1[N:21]([C:10]2[N:9]=[C:8]3[C:13]([N:14]=[C:6]([CH2:5][CH:3]4[CH2:2][N:1]([C:33](=[O:37])[CH:34]([CH3:36])[CH3:35])[CH2:4]4)[N:7]3[CH3:32])=[C:12]([N:15]3[CH2:20][CH2:19][O:18][CH2:17][CH2:16]3)[N:11]=2)[C:25]2[CH:26]=[CH:27][CH:28]=[CH:29][C:24]=2[N:23]=1)[CH3:31].